This data is from Reaction yield outcomes from USPTO patents with 853,638 reactions. The task is: Predict the reaction yield, written as a fraction of the theoretical maximum amount of product (1.0 means a 100% yield; for example, 0.34 means a 34% yield). The catalyst is CN(C=O)C.O. The product is [Cl:23][C:12]1[N:13]=[C:14]([N:17]2[CH2:22][CH2:21][O:20][CH2:19][CH2:18]2)[C:15]2[N:16]=[C:8]3[N:9]([C:10]=2[N:11]=1)[CH2:2][C:3](=[O:4])[NH:5][CH:6]3[CH3:7]. The reactants are Br[CH2:2][C:3]([NH:5][CH:6]([C:8]1[NH:9][C:10]2[C:15]([N:16]=1)=[C:14]([N:17]1[CH2:22][CH2:21][O:20][CH2:19][CH2:18]1)[N:13]=[C:12]([Cl:23])[N:11]=2)[CH3:7])=[O:4].C(=O)([O-])[O-].[Cs+].[Cs+]. The yield is 0.420.